From a dataset of Reaction yield outcomes from USPTO patents with 853,638 reactions. Predict the reaction yield, written as a fraction of the theoretical maximum amount of product (1.0 means a 100% yield; for example, 0.34 means a 34% yield). (1) The reactants are [OH-].[K+].[CH2:3]([N:10]1[CH:15]2[CH2:16][C:17](=[O:19])[CH2:18][CH:11]1[CH2:12][O:13][CH2:14]2)[C:4]1[CH:9]=[CH:8][CH:7]=[CH:6][CH:5]=1.C(OI(C1C=CC=CC=1)OC(=O)C)(=[O:22])C. The catalyst is CO. The product is [CH2:3]([N:10]1[CH:11]2[CH:18]([OH:22])[C:17](=[O:19])[CH2:16][CH:15]1[CH2:14][O:13][CH2:12]2)[C:4]1[CH:5]=[CH:6][CH:7]=[CH:8][CH:9]=1. The yield is 0.250. (2) The reactants are [OH-].[Na+].Cl.Cl.[NH2:5][CH2:6][CH2:7][O:8][CH2:9][CH2:10][NH2:11].[CH3:12][C:13]([O:16][C:17](O[C:17]([O:16][C:13]([CH3:15])([CH3:14])[CH3:12])=[O:18])=[O:18])([CH3:15])[CH3:14]. The catalyst is CO.C1COCC1. The product is [NH2:5][CH2:6][CH2:7][O:8][CH2:9][CH2:10][NH:11][C:17](=[O:18])[O:16][C:13]([CH3:15])([CH3:14])[CH3:12]. The yield is 0.740. (3) The reactants are C(C1C=CC(S([N:14]2[C:18]3=[N:19][CH:20]=[C:21]([NH:23][NH2:24])[N:22]=[C:17]3[CH:16]=[CH:15]2)(=O)=O)=CC=1)(C)(C)C.CCN(C(C)C)C(C)C.[CH3:34][CH:35]1[CH2:40][CH2:39][CH2:38][CH2:37][CH:36]1[C:41](Cl)=O.O=S(Cl)Cl.C([O-])([O-])=O.[Na+].[Na+]. The catalyst is O1CCOCC1.CO. The product is [CH3:34][CH:35]1[CH2:40][CH2:39][CH2:38][CH2:37][CH:36]1[C:41]1[N:22]2[C:17]3[CH:16]=[CH:15][NH:14][C:18]=3[N:19]=[CH:20][C:21]2=[N:23][N:24]=1. The yield is 0.350.